This data is from Forward reaction prediction with 1.9M reactions from USPTO patents (1976-2016). The task is: Predict the product of the given reaction. (1) Given the reactants F[C:2]1[CH:7]=[CH:6][C:5]([N+:8]([O-:10])=[O:9])=[CH:4][CH:3]=1.[C:11]([O:15][C:16](=[O:24])[NH:17][CH:18]1[CH2:23][CH2:22][NH:21][CH2:20][CH2:19]1)([CH3:14])([CH3:13])[CH3:12].C([O-])([O-])=O.[K+].[K+].C([O-])(O)=O.[Na+], predict the reaction product. The product is: [C:11]([O:15][C:16](=[O:24])[NH:17][CH:18]1[CH2:23][CH2:22][N:21]([C:2]2[CH:7]=[CH:6][C:5]([N+:8]([O-:10])=[O:9])=[CH:4][CH:3]=2)[CH2:20][CH2:19]1)([CH3:14])([CH3:12])[CH3:13]. (2) Given the reactants Br[C:2]1[CH:7]=[CH:6][C:5]([C:8]2[N:12]=[C:11]([C:13]3[CH:18]=[CH:17][C:16]([O:19][CH2:20][CH3:21])=[C:15]([O:22][CH2:23][CH3:24])[CH:14]=3)[O:10][N:9]=2)=[CH:4][CH:3]=1.FC(F)(F)C1C=CC=CC=1Br.B1([C:45]2[CH2:50][CH2:49][N:48](C(OC(C)(C)C)=O)[CH2:47][CH:46]=2)OC(C)(C)C(C)(C)O1.B(O)O, predict the reaction product. The product is: [CH2:23]([O:22][C:15]1[CH:14]=[C:13]([C:11]2[O:10][N:9]=[C:8]([C:5]3[CH:6]=[CH:7][C:2]([C:45]4[CH2:50][CH2:49][NH:48][CH2:47][CH:46]=4)=[CH:3][CH:4]=3)[N:12]=2)[CH:18]=[CH:17][C:16]=1[O:19][CH2:20][CH3:21])[CH3:24]. (3) Given the reactants [C:1]([O:5][C:6]([CH3:9])([CH3:8])[CH3:7])(=[O:4])[NH:2][NH2:3].[Cl:10][C:11]1[C:16]([N+:17]([O-:19])=[O:18])=[C:15](Cl)[C:14]([CH3:21])=[C:13]([CH3:22])[N:12]=1.C(N(CC)CC)C.O, predict the reaction product. The product is: [Cl:10][C:11]1[C:16]([N+:17]([O-:19])=[O:18])=[C:15]([NH:3][NH:2][C:1]([O:5][C:6]([CH3:9])([CH3:8])[CH3:7])=[O:4])[C:14]([CH3:21])=[C:13]([CH3:22])[N:12]=1. (4) Given the reactants [H-].[Na+].[Si]([O:10][CH2:11][C:12]([CH3:18])([CH3:17])[C:13]([O:15]C)=O)(C(C)(C)C)(C)C.[C:19](#[N:21])[CH3:20].Cl, predict the reaction product. The product is: [OH:10][CH2:11][C:12]([CH3:17])([CH3:18])[C:13](=[O:15])[CH2:20][C:19]#[N:21]. (5) Given the reactants C(OC([N:8]1[CH2:13][CH2:12][CH:11]([CH2:14][C:15](=[O:42])[NH:16][CH2:17][CH:18]2[CH2:23][CH2:22][CH:21]([C:24]([N:26]3[CH2:35][C:34]4[CH:33]=[N:32][N:31]([CH3:36])[C:30]=4[NH:29][C:28]4[CH:37]=[C:38]([CH3:41])[CH:39]=[CH:40][C:27]3=4)=[O:25])[CH2:20][CH2:19]2)[CH2:10][CH2:9]1)=O)(C)(C)C.[ClH:43].O1CCOCC1, predict the reaction product. The product is: [ClH:43].[CH3:36][N:31]1[C:30]2[NH:29][C:28]3[CH:37]=[C:38]([CH3:41])[CH:39]=[CH:40][C:27]=3[N:26]([C:24]([CH:21]3[CH2:20][CH2:19][CH:18]([CH2:17][NH:16][C:15](=[O:42])[CH2:14][CH:11]4[CH2:10][CH2:9][NH:8][CH2:13][CH2:12]4)[CH2:23][CH2:22]3)=[O:25])[CH2:35][C:34]=2[CH:33]=[N:32]1.